From a dataset of Forward reaction prediction with 1.9M reactions from USPTO patents (1976-2016). Predict the product of the given reaction. (1) Given the reactants [Cl:1][C:2]1[CH:3]=[N:4][CH:5]=[C:6]([Cl:20])[C:7]=1[S:8][C:9]1[S:13][C:12]([C:14](Cl)=[O:15])=[CH:11][C:10]=1[N+:17]([O-:19])=[O:18].[F:21][C:22]([F:32])([F:31])[C:23]1[CH:24]=[C:25]([CH:28]=[CH:29][CH:30]=1)[CH2:26][NH2:27], predict the reaction product. The product is: [Cl:1][C:2]1[CH:3]=[N:4][CH:5]=[C:6]([Cl:20])[C:7]=1[S:8][C:9]1[S:13][C:12]([C:14]([NH:27][CH2:26][C:25]2[CH:28]=[CH:29][CH:30]=[C:23]([C:22]([F:21])([F:31])[F:32])[CH:24]=2)=[O:15])=[CH:11][C:10]=1[N+:17]([O-:19])=[O:18]. (2) Given the reactants [H-].[Na+].[C:3]1([OH:9])[CH:8]=[CH:7][CH:6]=[CH:5][CH:4]=1.Cl[C:11]1[C:16]([N+:17]([O-:19])=[O:18])=[C:15]([NH:20][CH2:21][CH2:22][CH2:23][CH2:24][CH2:25][OH:26])[C:14]([CH3:27])=[C:13]([CH3:28])[N:12]=1, predict the reaction product. The product is: [O-:9][C:3]1[CH:8]=[CH:7][CH:6]=[CH:5][CH:4]=1.[CH3:28][C:13]1[C:14]([CH3:27])=[C:15]([NH:20][CH2:21][CH2:22][CH2:23][CH2:24][CH2:25][OH:26])[C:16]([N+:17]([O-:19])=[O:18])=[C:11]([O:9][C:3]2[CH:8]=[CH:7][CH:6]=[CH:5][CH:4]=2)[N:12]=1. (3) Given the reactants [ClH:1].C([O:4][C:5]([CH:7]1[CH2:12][CH2:11][N:10]([CH2:13][CH2:14][O:15][CH3:16])[CH2:9][CH2:8]1)=[O:6])C, predict the reaction product. The product is: [ClH:1].[CH3:16][O:15][CH2:14][CH2:13][N:10]1[CH2:9][CH2:8][CH:7]([C:5]([OH:6])=[O:4])[CH2:12][CH2:11]1. (4) Given the reactants [F:1][C:2]([F:35])([F:34])[C:3]1[CH:4]=[C:5]([CH:27]=[C:28]([C:30]([F:33])([F:32])[F:31])[CH:29]=1)[CH2:6][O:7][C:8]1[CH:9]=[C:10]2[C:14](=[CH:15][CH:16]=1)[N:13]1[CH2:17][CH2:18][CH2:19][CH:20]([CH2:21][C:22]([O:24]CC)=[O:23])[C:12]1=[CH:11]2.[Li+].[OH-].C(O)(=O)CC(CC(O)=O)(C(O)=O)O, predict the reaction product. The product is: [F:32][C:30]([F:31])([F:33])[C:28]1[CH:27]=[C:5]([CH:4]=[C:3]([C:2]([F:35])([F:34])[F:1])[CH:29]=1)[CH2:6][O:7][C:8]1[CH:9]=[C:10]2[C:14](=[CH:15][CH:16]=1)[N:13]1[CH2:17][CH2:18][CH2:19][CH:20]([CH2:21][C:22]([OH:24])=[O:23])[C:12]1=[CH:11]2. (5) Given the reactants [CH3:1][O:2][N:3]1[CH2:9][CH2:8][NH:7][NH:6][CH2:5][CH2:4]1.[CH2:10]([C:12]1[CH:17]=[C:16]([CH3:18])[CH:15]=[C:14]([CH2:19][CH3:20])[C:13]=1[CH:21]([C:25](N)=[O:26])[C:22](N)=[O:23])[CH3:11], predict the reaction product. The product is: [CH2:10]([C:12]1[CH:17]=[C:16]([CH3:18])[CH:15]=[C:14]([CH2:19][CH3:20])[C:13]=1[CH:21]1[C:25](=[O:26])[N:6]2[CH2:5][CH2:4][N:3]([O:2][CH3:1])[CH2:9][CH2:8][N:7]2[C:22]1=[O:23])[CH3:11].